From a dataset of Reaction yield outcomes from USPTO patents with 853,638 reactions. Predict the reaction yield, written as a fraction of the theoretical maximum amount of product (1.0 means a 100% yield; for example, 0.34 means a 34% yield). (1) The reactants are Cl[C:2]1[C:7]([C:8]#[N:9])=[CH:6][N:5]=[C:4]([NH:10][CH2:11][C:12]2[CH:17]=[CH:16][CH:15]=[CH:14][C:13]=2[O:18][C:19]([F:22])([F:21])[F:20])[N:3]=1.[NH2:23][CH2:24][C@H:25]1[CH2:30][CH2:29][C@H:28]([NH:31][C:32](=[O:38])[O:33][C:34]([CH3:37])([CH3:36])[CH3:35])[CH2:27][CH2:26]1.CCN(C(C)C)C(C)C. The catalyst is CN(C=O)C.CCOC(C)=O. The product is [C:34]([O:33][C:32](=[O:38])[NH:31][CH:28]1[CH2:27][CH2:26][CH:25]([CH2:24][NH:23][C:2]2[C:7]([C:8]#[N:9])=[CH:6][N:5]=[C:4]([NH:10][CH2:11][C:12]3[CH:17]=[CH:16][CH:15]=[CH:14][C:13]=3[O:18][C:19]([F:22])([F:21])[F:20])[N:3]=2)[CH2:30][CH2:29]1)([CH3:37])([CH3:35])[CH3:36]. The yield is 0.960. (2) The reactants are O1CCCCC1[N:7]1[C:15]2[C:10](=[CH:11][C:12]([C:16]3[N:20]=[CH:19][N:18](C(C4C=CC=CC=4)(C4C=CC=CC=4)C4C=CC=CC=4)[N:17]=3)=[CH:13][CH:14]=2)[C:9]([C:40]2[CH:41]=[C:42]([NH:46][C:47](=[O:52])[CH2:48][CH2:49][CH2:50][CH3:51])[CH:43]=[CH:44][CH:45]=2)=[N:8]1. The product is [NH:18]1[CH:19]=[N:20][C:16]([C:12]2[CH:11]=[C:10]3[C:15](=[CH:14][CH:13]=2)[NH:7][N:8]=[C:9]3[C:40]2[CH:41]=[C:42]([NH:46][C:47](=[O:52])[CH2:48][CH2:49][CH2:50][CH3:51])[CH:43]=[CH:44][CH:45]=2)=[N:17]1. The catalyst is Cl.O1CCOCC1. The yield is 0.515. (3) The reactants are [Cl:1]N1C(=O)CCC1=O.[F:9][C:10]1[CH:15]=[CH:14][C:13]([N:16]2[CH:21]=[CH:20][C:19]3=[N:22][C:23]([CH2:25][O:26][C:27]4[CH:32]=[CH:31][CH:30]=[CH:29][CH:28]=4)=[CH:24][N:18]3[C:17]2=[O:33])=[CH:12][CH:11]=1. The catalyst is CN(C=O)C. The product is [Cl:1][C:24]1[N:18]2[C:17](=[O:33])[N:16]([C:13]3[CH:14]=[CH:15][C:10]([F:9])=[CH:11][CH:12]=3)[CH:21]=[CH:20][C:19]2=[N:22][C:23]=1[CH2:25][O:26][C:27]1[CH:28]=[CH:29][CH:30]=[CH:31][CH:32]=1. The yield is 0.560. (4) The reactants are C([N-]C(C)C)(C)C.[Li+].[CH3:9][C:10]1[CH:17]=[CH:16][C:13]([C:14]#[N:15])=[C:12]([C:18]([F:21])([F:20])[F:19])[CH:11]=1.[C:22](=[O:24])=[O:23].[Cl-].[NH4+].Cl. The catalyst is C1COCC1.CCOC(C)=O. The product is [C:14]([C:13]1[CH:16]=[CH:17][C:10]([CH2:9][C:22]([OH:24])=[O:23])=[CH:11][C:12]=1[C:18]([F:19])([F:20])[F:21])#[N:15]. The yield is 0.880. (5) The reactants are [Br:1][C:2]1[CH:3]=[C:4]([C:9]2[CH:14]=[CH:13][C:12]([CH2:15][N:16]([CH3:32])[C:17]([C:19]3[C:23]4[CH:24]=[CH:25][CH:26]=[CH:27][C:22]=4[O:21][C:20]=3[CH2:28][CH2:29][CH2:30][CH3:31])=[O:18])=[CH:11][CH:10]=2)[CH:5]=[CH:6][C:7]=1[OH:8].Br[CH2:34][C:35]#[N:36].C(=O)([O-])[O-].[K+].[K+]. The catalyst is CN(C=O)C. The product is [Br:1][C:2]1[CH:3]=[C:4]([C:9]2[CH:10]=[CH:11][C:12]([CH2:15][N:16]([CH3:32])[C:17]([C:19]3[C:23]4[CH:24]=[CH:25][CH:26]=[CH:27][C:22]=4[O:21][C:20]=3[CH2:28][CH2:29][CH2:30][CH3:31])=[O:18])=[CH:13][CH:14]=2)[CH:5]=[CH:6][C:7]=1[O:8][CH2:34][C:35]#[N:36]. The yield is 0.950. (6) The reactants are C([O:8][C:9]1[CH:18]=[CH:17][C:12]([C:13]([O:15][CH3:16])=[O:14])=[CH:11][C:10]=1[O:19][CH2:20][CH:21]1[CH2:23][CH2:22]1)C1C=CC=CC=1.[H][H]. The catalyst is CO. The product is [CH:21]1([CH2:20][O:19][C:10]2[CH:11]=[C:12]([CH:17]=[CH:18][C:9]=2[OH:8])[C:13]([O:15][CH3:16])=[O:14])[CH2:23][CH2:22]1. The yield is 0.910. (7) The reactants are [CH3:1][O:2][C:3](=[O:43])/[CH:4]=[CH:5]/[C:6]1[C:14]2[C:9](=[N:10][CH:11]=[C:12]([C:28]3[CH:33]=[CH:32][CH:31]=[CH:30][CH:29]=3)[C:13]=2[N:15]2[CH2:20][CH2:19][N:18](C(OC(C)(C)C)=O)[CH2:17][CH2:16]2)[N:8](CC2C=CC(OC)=CC=2)[N:7]=1.C(O)(C(F)(F)F)=O.C(Cl)[Cl:52]. No catalyst specified. The product is [ClH:52].[C:28]1([C:12]2[C:13]([N:15]3[CH2:16][CH2:17][NH:18][CH2:19][CH2:20]3)=[C:14]3[C:6](/[CH:5]=[CH:4]/[C:3]([O:2][CH3:1])=[O:43])=[N:7][NH:8][C:9]3=[N:10][CH:11]=2)[CH:33]=[CH:32][CH:31]=[CH:30][CH:29]=1. The yield is 1.06. (8) The reactants are [CH2:10]1[CH2:15][CH2:14][CH:13](N=C=N[CH:10]2[CH2:15][CH2:14][CH2:13][CH2:12][CH2:11]2)[CH2:12][CH2:11]1.[CH2:16]([O:23][C:24]([NH:26][CH2:27][CH2:28][CH2:29][CH2:30][CH2:31][CH2:32][CH2:33][CH2:34][CH2:35][CH2:36][CH2:37][C:38]([OH:40])=[O:39])=[O:25])[C:17]1[CH:22]=[CH:21][CH:20]=[CH:19][CH:18]=1. The catalyst is C(Cl)(Cl)(Cl)Cl.C(O)C. The product is [CH2:16]([O:23][C:24]([NH:26][CH2:27][CH2:28][CH2:29][CH2:30][CH2:31][CH2:32][CH2:33][CH2:34][CH2:35][CH2:36][CH2:37][C:38]([O:40][C:38](=[O:39])[CH2:37][CH2:36][CH2:35][CH2:34][CH2:33][CH2:32][CH2:31][CH2:30][CH2:29][CH2:28][CH2:27][NH:26][C:24]([O:23][CH2:16][C:10]1[CH:11]=[CH:12][CH:13]=[CH:14][CH:15]=1)=[O:25])=[O:39])=[O:25])[C:17]1[CH:18]=[CH:19][CH:20]=[CH:21][CH:22]=1. The yield is 0.850.